The task is: Predict the reactants needed to synthesize the given product.. This data is from Full USPTO retrosynthesis dataset with 1.9M reactions from patents (1976-2016). (1) Given the product [F:17][C:18]1[CH:27]=[CH:26][C:21]([C:22]([NH:24]/[N:25]=[C:14](/[C:11]2[NH:12][CH:13]=[C:9]([C@@H:2]([OH:1])[C@H:3]([OH:8])[C@H:4]([OH:7])[CH2:5][OH:6])[N:10]=2)\[CH3:15])=[O:23])=[CH:20][CH:19]=1, predict the reactants needed to synthesize it. The reactants are: [OH:1][C@H:2]([C:9]1[N:10]=[C:11]([C:14](=O)[CH3:15])[NH:12][CH:13]=1)[C@H:3]([OH:8])[C@H:4]([OH:7])[CH2:5][OH:6].[F:17][C:18]1[CH:27]=[CH:26][C:21]([C:22]([NH:24][NH2:25])=[O:23])=[CH:20][CH:19]=1. (2) Given the product [Br:1][C:2]1[CH:3]=[C:4]([N:8]2[CH:12]=[C:11]([C:13]3[NH:8][C:4]4[CH:5]=[CH:6][CH:7]=[CH:2][C:3]=4[N:16]=3)[N:10]=[CH:9]2)[CH:5]=[CH:6][CH:7]=1, predict the reactants needed to synthesize it. The reactants are: [Br:1][C:2]1[CH:3]=[C:4]([N:8]2[CH:12]=[C:11]([C:13](O)=O)[N:10]=[CH:9]2)[CH:5]=[CH:6][CH:7]=1.[NH4+:16].[OH-]. (3) Given the product [CH:14]1([S:13][C:10]2[CH:9]=[CH:8][C:7]([C:5](=[O:6])[C:4]([OH:17])=[O:3])=[CH:12][CH:11]=2)[CH2:16][CH2:15]1, predict the reactants needed to synthesize it. The reactants are: C([O:3][C:4](=[O:17])[C:5]([C:7]1[CH:12]=[CH:11][C:10]([S:13][CH:14]2[CH2:16][CH2:15]2)=[CH:9][CH:8]=1)=[O:6])C.[OH-].[Na+].Cl. (4) Given the product [Cl:37][C:33]1[CH:34]=[CH:35][CH:36]=[C:31]([Cl:30])[C:32]=1[C:38]1[C:42]([CH2:43][O:44][C:45]2[N:50]=[C:49]([C:51]([F:53])([F:54])[F:52])[C:48]([N:55]([CH2:57][C:58]3[CH:59]=[CH:60][C:61]([C:62]([O:64][CH2:70][CH2:71][OH:72])=[O:63])=[CH:65][CH:66]=3)[CH3:56])=[CH:47][CH:46]=2)=[C:41]([CH:67]([CH3:69])[CH3:68])[O:40][N:39]=1, predict the reactants needed to synthesize it. The reactants are: CN(C(ON1N=NC2C=CC=CC1=2)=[N+](C)C)C.[B-](F)(F)(F)F.C(N(CC)CC)C.[Cl:30][C:31]1[CH:36]=[CH:35][CH:34]=[C:33]([Cl:37])[C:32]=1[C:38]1[C:42]([CH2:43][O:44][C:45]2[N:50]=[C:49]([C:51]([F:54])([F:53])[F:52])[C:48]([N:55]([CH2:57][C:58]3[CH:66]=[CH:65][C:61]([C:62]([OH:64])=[O:63])=[CH:60][CH:59]=3)[CH3:56])=[CH:47][CH:46]=2)=[C:41]([CH:67]([CH3:69])[CH3:68])[O:40][N:39]=1.[CH2:70](O)[CH2:71][OH:72]. (5) Given the product [C:38]([O:37][C:36]([NH:35][CH2:34][CH2:33][CH2:32][NH:31][C:19](=[O:20])/[CH:18]=[CH:17]/[C:15]1[C:14]([O:22][CH2:23][CH2:24][C:25]2[CH:30]=[CH:29][CH:28]=[CH:27][CH:26]=2)=[CH:13][CH:12]=[C:11]([CH2:10][S:9][C:3]2[C:4]([Cl:8])=[CH:5][CH:6]=[CH:7][C:2]=2[Cl:1])[N:16]=1)=[O:42])([CH3:41])([CH3:40])[CH3:39], predict the reactants needed to synthesize it. The reactants are: [Cl:1][C:2]1[CH:7]=[CH:6][CH:5]=[C:4]([Cl:8])[C:3]=1[S:9][CH2:10][C:11]1[N:16]=[C:15](/[CH:17]=[CH:18]/[C:19](O)=[O:20])[C:14]([O:22][CH2:23][CH2:24][C:25]2[CH:30]=[CH:29][CH:28]=[CH:27][CH:26]=2)=[CH:13][CH:12]=1.[NH2:31][CH2:32][CH2:33][CH2:34][NH:35][C:36](=[O:42])[O:37][C:38]([CH3:41])([CH3:40])[CH3:39].CN(C(ON1N=NC2C=CC=CC1=2)=[N+](C)C)C.[B-](F)(F)(F)F.C(N(C(C)C)CC)(C)C. (6) Given the product [CH:23]1([N:29]2[C:2]3[C:3](=[CH:4][CH:5]=[CH:6][C:7]=3[C:8]([F:11])([F:10])[F:9])[C:12]([C:14]3[CH:19]=[CH:18][C:17]([O:20][CH3:21])=[CH:16][CH:15]=3)=[N:30]2)[CH2:28][CH2:27][CH2:26][CH2:25][CH2:24]1, predict the reactants needed to synthesize it. The reactants are: F[C:2]1[C:7]([C:8]([F:11])([F:10])[F:9])=[CH:6][CH:5]=[CH:4][C:3]=1[C:12]([C:14]1[CH:19]=[CH:18][C:17]([O:20][CH3:21])=[CH:16][CH:15]=1)=O.Cl.[CH:23]1([NH:29][NH2:30])[CH2:28][CH2:27][CH2:26][CH2:25][CH2:24]1. (7) Given the product [C:21]([O:20][C:18]([N:15]1[CH2:14][CH2:13][C:12]([CH2:25][C:26]2[CH:27]=[CH:28][C:29]([F:32])=[CH:30][CH:31]=2)([CH2:10][OH:9])[CH2:17][CH2:16]1)=[O:19])([CH3:24])([CH3:22])[CH3:23], predict the reactants needed to synthesize it. The reactants are: [H-].[Al+3].[Li+].[H-].[H-].[H-].C([O:9][C:10]([C:12]1([CH2:25][C:26]2[CH:31]=[CH:30][C:29]([F:32])=[CH:28][CH:27]=2)[CH2:17][CH2:16][N:15]([C:18]([O:20][C:21]([CH3:24])([CH3:23])[CH3:22])=[O:19])[CH2:14][CH2:13]1)=O)C.